From a dataset of Catalyst prediction with 721,799 reactions and 888 catalyst types from USPTO. Predict which catalyst facilitates the given reaction. (1) Reactant: [CH3:1][Mg]Br.[F:4][C:5]1[CH:10]=[CH:9][C:8]([N:11]2[C:19]3[CH:18]=[CH:17][C:16]([C:21](=[O:30])[CH2:22][CH2:23][C:24]4[CH:29]=[CH:28][CH:27]=[CH:26][CH:25]=4)([CH3:20])[CH2:15][C:14]=3[CH:13]=[N:12]2)=[CH:7][CH:6]=1. Product: [F:4][C:5]1[CH:10]=[CH:9][C:8]([N:11]2[C:19]3[CH:18]=[CH:17][C:16]([C:21]([OH:30])([CH2:22][CH2:23][C:24]4[CH:25]=[CH:26][CH:27]=[CH:28][CH:29]=4)[CH3:1])([CH3:20])[CH2:15][C:14]=3[CH:13]=[N:12]2)=[CH:7][CH:6]=1. The catalyst class is: 1. (2) Reactant: Cl[C:2]1[CH:7]=[C:6]([C:8]2[CH:13]=[CH:12][C:11]([C:14]([F:17])([F:16])[F:15])=[CH:10][CH:9]=2)[N:5]=[CH:4][N:3]=1.[CH:18]1([NH2:28])[C:27]2[C:22](=[CH:23][CH:24]=[CH:25][CH:26]=2)[CH2:21][CH2:20][CH2:19]1. Product: [C:18]1([NH:28][C:2]2[CH:7]=[C:6]([C:8]3[CH:13]=[CH:12][C:11]([C:14]([F:17])([F:16])[F:15])=[CH:10][CH:9]=3)[N:5]=[CH:4][N:3]=2)[C:27]2[CH2:26][CH2:25][CH2:24][CH2:23][C:22]=2[CH:21]=[CH:20][CH:19]=1. The catalyst class is: 14.